This data is from Reaction yield outcomes from USPTO patents with 853,638 reactions. The task is: Predict the reaction yield, written as a fraction of the theoretical maximum amount of product (1.0 means a 100% yield; for example, 0.34 means a 34% yield). (1) The product is [CH:1]([C@H:14]1[O:19][CH2:18][C@@H:17]([NH:20][CH2:28][C:27]2[CH:30]=[CH:31][C:24]([N+:21]([O-:23])=[O:22])=[CH:25][CH:26]=2)[CH2:16][CH2:15]1)([C:8]1[CH:13]=[CH:12][CH:11]=[CH:10][CH:9]=1)[C:2]1[CH:3]=[CH:4][CH:5]=[CH:6][CH:7]=1. The catalyst is ClCCCl.CO. The reactants are [CH:1]([C@H:14]1[O:19][CH2:18][C@@H:17]([NH2:20])[CH2:16][CH2:15]1)([C:8]1[CH:13]=[CH:12][CH:11]=[CH:10][CH:9]=1)[C:2]1[CH:7]=[CH:6][CH:5]=[CH:4][CH:3]=1.[N+:21]([C:24]1[CH:31]=[CH:30][C:27]([CH:28]=O)=[CH:26][CH:25]=1)([O-:23])=[O:22].C(O)(=O)C.[BH3-]C#N.[Na+]. The yield is 0.800. (2) The reactants are [C:1]([C:3]1[C:8]([CH3:9])=[CH:7][C:6]([C:10]2[CH2:11][CH2:12][N:13]([C:16]([C@@H:18]3[C@@H:23]([C:24]([O:26][CH3:27])=[O:25])[CH2:22][C@@H:21]([OH:28])[CH2:20][N:19]3[C:29]([O:31][C:32]([CH3:35])([CH3:34])[CH3:33])=[O:30])=[O:17])[CH2:14][CH:15]=2)=[CH:5][C:4]=1[CH3:36])#[N:2].O1CCCC1.[Cl:42][C:43]1[CH:44]=[C:45](O)[CH:46]=[N:47][CH:48]=1.C1(P(C2C=CC=CC=2)C2C=CC=CC=2)C=CC=CC=1.N(C(OC(C)C)=O)=NC(OC(C)C)=O. No catalyst specified. The product is [Cl:42][C:43]1[CH:44]=[C:45]([O:28][C@@H:21]2[CH2:20][N:19]([C:29]([O:31][C:32]([CH3:33])([CH3:35])[CH3:34])=[O:30])[C@H:18]([C:16]([N:13]3[CH2:12][CH:11]=[C:10]([C:6]4[CH:7]=[C:8]([CH3:9])[C:3]([C:1]#[N:2])=[C:4]([CH3:36])[CH:5]=4)[CH2:15][CH2:14]3)=[O:17])[C@@H:23]([C:24]([O:26][CH3:27])=[O:25])[CH2:22]2)[CH:46]=[N:47][CH:48]=1. The yield is 0.328. (3) The reactants are [F:1][C:2]1[CH:19]=[C:18]([F:20])[CH:17]=[CH:16][C:3]=1[NH:4][C:5]1[C:6]([C:13]([OH:15])=O)=[CH:7][N:8]([CH3:12])[C:9](=[O:11])[CH:10]=1.C1N=CN(C(N2C=NC=C2)=O)C=1.[NH2:33][CH2:34][CH2:35][CH2:36][OH:37]. The catalyst is C1COCC1.CN(C=O)C. The product is [F:1][C:2]1[CH:19]=[C:18]([F:20])[CH:17]=[CH:16][C:3]=1[NH:4][C:5]1[C:6]([C:13]([NH:33][CH2:34][CH2:35][CH2:36][OH:37])=[O:15])=[CH:7][N:8]([CH3:12])[C:9](=[O:11])[CH:10]=1. The yield is 0.680. (4) No catalyst specified. The yield is 0.730. The product is [CH2:35]([N:36]([CH3:39])[C:37](=[O:38])[O:27][CH2:26][CH2:25][CH2:24][C:14]1[CH:15]=[CH:16][C:17]([O:19][CH2:20][CH2:21][O:22][CH3:23])=[CH:18][C:13]=1[O:12][C:3]1[C:2]([Cl:1])=[CH:7][C:6]([C:8]([F:9])([F:11])[F:10])=[CH:5][N:4]=1)[CH2:30][CH2:31][CH3:32]. The reactants are [Cl:1][C:2]1[C:3]([O:12][C:13]2[CH:18]=[C:17]([O:19][CH2:20][CH2:21][O:22][CH3:23])[CH:16]=[CH:15][C:14]=2[CH2:24][CH2:25][CH2:26][OH:27])=[N:4][CH:5]=[C:6]([C:8]([F:11])([F:10])[F:9])[CH:7]=1.CN[CH2:30][CH2:31][CH2:32]C.O.[CH3:35][N:36]([CH3:39])[CH:37]=[O:38]. (5) The reactants are [H-].[Li+].C([Al+]CC(C)C)C(C)C.[H-].C([O:16][C:17](=O)[C:18]1[CH:23]=[CH:22][CH:21]=[C:20]([Cl:24])[C:19]=1[O:25][CH:26]([CH3:28])[CH3:27])(C)C. The catalyst is C1COCC1. The product is [Cl:24][C:20]1[C:19]([O:25][CH:26]([CH3:28])[CH3:27])=[C:18]([CH2:17][OH:16])[CH:23]=[CH:22][CH:21]=1. The yield is 0.890. (6) The reactants are [CH:1]([C:3]1[CH:18]=[CH:17][C:6]([O:7][C:8]2[N:13]=[N:12][C:11]([C:14]([NH2:16])=[O:15])=[CH:10][CH:9]=2)=[C:5]([O:19][CH3:20])[CH:4]=1)=O.[CH2:21]([NH2:26])[CH2:22][CH:23]([CH3:25])[CH3:24].[BH4-].[Na+]. The catalyst is CO. The product is [CH3:20][O:19][C:5]1[CH:4]=[C:3]([CH2:1][NH:26][CH2:21][CH2:22][CH:23]([CH3:25])[CH3:24])[CH:18]=[CH:17][C:6]=1[O:7][C:8]1[N:13]=[N:12][C:11]([C:14]([NH2:16])=[O:15])=[CH:10][CH:9]=1. The yield is 0.440. (7) The reactants are [CH2:1]1[CH2:6][C@H:5]([C:7]([OH:9])=[O:8])[CH2:4][CH2:3][C@H:2]1[CH2:10][NH2:11].[CH3:12][CH:13]([CH3:39])[CH2:14][C:15]1[CH:20]=[CH:19][C:18]([CH:21]([CH3:38])[C:22]([O:24][CH:25](OC(ON2C(=O)CCC2=O)=O)[CH3:26])=[O:23])=[CH:17][CH:16]=1.CC([O:44][CH3:45])(C)C.CC(C)=[O:48].O. No catalyst specified. The product is [CH3:39][CH:13]([CH3:12])[CH2:14][C:15]1[CH:16]=[CH:17][C:18]([CH:21]([CH3:38])[C:22]([O:24][CH2:25][CH2:26][O:48][C:45]([NH:11][CH2:10][C@H:2]2[CH2:3][CH2:4][C@H:5]([C:7]([OH:9])=[O:8])[CH2:6][CH2:1]2)=[O:44])=[O:23])=[CH:19][CH:20]=1. The yield is 0.470. (8) The reactants are [Cl:1][C:2]1[C:3]2[CH:12]=[CH:11][CH:10]=[CH:9][C:4]=2[S:5][C:6]=1[CH2:7][OH:8].C[N+]1([O-])CCOCC1. The catalyst is C(Cl)Cl.CCC[N+](CCC)(CCC)CCC.[O-][Ru](=O)(=O)=O. The product is [Cl:1][C:2]1[C:3]2[CH:12]=[CH:11][CH:10]=[CH:9][C:4]=2[S:5][C:6]=1[CH:7]=[O:8]. The yield is 0.840. (9) The reactants are [F:1][C:2]1[CH:7]=[CH:6][C:5]([NH2:8])=[CH:4][CH:3]=1.[C:9](O[C:9]([O:11][C:12]([CH3:15])([CH3:14])[CH3:13])=[O:10])([O:11][C:12]([CH3:15])([CH3:14])[CH3:13])=[O:10]. The catalyst is C1COCC1. The product is [C:12]([O:11][C:9](=[O:10])[NH:8][C:5]1[CH:6]=[CH:7][C:2]([F:1])=[CH:3][CH:4]=1)([CH3:15])([CH3:14])[CH3:13]. The yield is 0.890. (10) The yield is 0.619. The reactants are [CH3:1][C:2]1[N:3]=[C:4]2[CH:9]=[CH:8][C:7]([CH:10]=O)=[CH:6][N:5]2[C:12]=1[C:13]1[S:14][C:15]([C:24]2[N:28]=[CH:27][N:26]([CH:29]3[CH2:34][CH2:33][CH2:32][CH2:31][O:30]3)[N:25]=2)=[C:16]([C:18]2[CH:23]=[CH:22][CH:21]=[CH:20][CH:19]=2)[N:17]=1.[N:35]1([C:41]([O:43][C:44]([CH3:47])([CH3:46])[CH3:45])=[O:42])[CH2:40][CH2:39][NH:38][CH2:37][CH2:36]1.C(O)(=O)C.C(Cl)Cl.C(O[BH-](OC(=O)C)OC(=O)C)(=O)C.[Na+]. The product is [CH3:1][C:2]1[N:3]=[C:4]2[CH:9]=[CH:8][C:7]([CH2:10][N:38]3[CH2:39][CH2:40][N:35]([C:41]([O:43][C:44]([CH3:47])([CH3:46])[CH3:45])=[O:42])[CH2:36][CH2:37]3)=[CH:6][N:5]2[C:12]=1[C:13]1[S:14][C:15]([C:24]2[N:28]=[CH:27][N:26]([CH:29]3[CH2:34][CH2:33][CH2:32][CH2:31][O:30]3)[N:25]=2)=[C:16]([C:18]2[CH:23]=[CH:22][CH:21]=[CH:20][CH:19]=2)[N:17]=1. No catalyst specified.